From a dataset of Full USPTO retrosynthesis dataset with 1.9M reactions from patents (1976-2016). Predict the reactants needed to synthesize the given product. (1) Given the product [Na+:46].[Na+:46].[C:1]([CH2:4][CH:5]([OH:44])[CH2:6][CH:7]([OH:43])[CH2:8][CH2:9][C:10]1[N:14]([CH:15]([CH3:17])[CH3:16])[C:13]([C:18]([NH:20][C:21]2[CH:29]=[CH:28][C:24]([C:25]([O-:27])=[O:26])=[CH:23][N:22]=2)=[O:19])=[C:12]([C:30]2[CH:35]=[CH:34][CH:33]=[CH:32][CH:31]=2)[C:11]=1[C:36]1[CH:37]=[CH:38][C:39]([F:42])=[CH:40][CH:41]=1)([OH:3])=[O:2].[C:1]([CH2:4][CH:5]([OH:44])[CH2:6][CH:7]([OH:43])[CH2:8][CH2:9][C:10]1[N:14]([CH:15]([CH3:17])[CH3:16])[C:13]([C:18]([NH:20][C:21]2[CH:29]=[CH:28][C:24]([C:25]([O-:27])=[O:26])=[CH:23][N:22]=2)=[O:19])=[C:12]([C:30]2[CH:35]=[CH:34][CH:33]=[CH:32][CH:31]=2)[C:11]=1[C:36]1[CH:37]=[CH:38][C:39]([F:42])=[CH:40][CH:41]=1)([OH:3])=[O:2], predict the reactants needed to synthesize it. The reactants are: [C:1]([CH2:4][CH:5]([OH:44])[CH2:6][CH:7]([OH:43])[CH2:8][CH2:9][C:10]1[N:14]([CH:15]([CH3:17])[CH3:16])[C:13]([C:18]([NH:20][C:21]2[CH:29]=[CH:28][C:24]([C:25]([OH:27])=[O:26])=[CH:23][N:22]=2)=[O:19])=[C:12]([C:30]2[CH:35]=[CH:34][CH:33]=[CH:32][CH:31]=2)[C:11]=1[C:36]1[CH:41]=[CH:40][C:39]([F:42])=[CH:38][CH:37]=1)([OH:3])=[O:2].[OH-].[Na+:46].C1(C)C=CC=CC=1. (2) Given the product [Cl:35][C:31]1[C:30]([C:36]([F:37])([F:38])[F:39])=[C:29]([CH:34]=[CH:33][CH:32]=1)[CH2:28][N:13]1[C:14](=[O:22])[C:15]([C:17]([O:19][CH2:20][CH3:21])=[O:18])=[CH:16][N:11]([C:9]2[CH:8]=[CH:7][C:6]3[N:2]([CH3:1])[S:3](=[O:25])(=[O:26])[N:4]([CH3:24])[C:5]=3[CH:10]=2)[C:12]1=[O:23], predict the reactants needed to synthesize it. The reactants are: [CH3:1][N:2]1[C:6]2[CH:7]=[CH:8][C:9]([N:11]3[CH:16]=[C:15]([C:17]([O:19][CH2:20][CH3:21])=[O:18])[C:14](=[O:22])[NH:13][C:12]3=[O:23])=[CH:10][C:5]=2[N:4]([CH3:24])[S:3]1(=[O:26])=[O:25].Br[CH2:28][C:29]1[CH:34]=[CH:33][CH:32]=[C:31]([Cl:35])[C:30]=1[C:36]([F:39])([F:38])[F:37]. (3) Given the product [Cl:1][C:2]1[C:10]2[N:9]([CH2:23][C@H:22]([C:24]3[CH:29]=[CH:28][N:27]=[CH:26][CH:25]=3)[OH:21])[C:8]3[CH2:11][CH2:12][N:13]4[C@@H:17]([C:7]=3[C:6]=2[CH:5]=[C:4]([CH3:18])[CH:3]=1)[CH2:16][CH2:15][CH2:14]4, predict the reactants needed to synthesize it. The reactants are: [Cl:1][C:2]1[C:10]2[NH:9][C:8]3[CH2:11][CH2:12][N:13]4[C@@H:17]([C:7]=3[C:6]=2[CH:5]=[C:4]([CH3:18])[CH:3]=1)[CH2:16][CH2:15][CH2:14]4.[H-].[Na+].[O:21]1[CH2:23][CH:22]1[C:24]1[CH:29]=[CH:28][N:27]=[CH:26][CH:25]=1. (4) Given the product [CH3:18][O:17][C:15](=[O:16])[C:14]1[CH:19]=[CH:20][CH:21]=[C:12]([O:11][C:8]2[CH:7]=[CH:6][C:3]([CH:4]=[O:5])=[C:2]([Br:1])[CH:9]=2)[CH:13]=1, predict the reactants needed to synthesize it. The reactants are: [Br:1][C:2]1[CH:9]=[C:8](F)[CH:7]=[CH:6][C:3]=1[CH:4]=[O:5].[OH:11][C:12]1[CH:13]=[C:14]([CH:19]=[CH:20][CH:21]=1)[C:15]([O:17][CH3:18])=[O:16].C([O-])([O-])=O.[K+].[K+].O. (5) Given the product [C:16]([Si:19]([CH3:21])([CH3:20])[O:9][C@H:3]([CH2:4][CH2:5][CH2:6][CH2:7][CH3:8])[CH:2]=[CH2:1])([CH3:18])([CH3:17])[CH3:15], predict the reactants needed to synthesize it. The reactants are: [CH2:1]=[CH:2][C@H:3]([OH:9])[CH2:4][CH2:5][CH2:6][CH2:7][CH3:8].N1C=CN=C1.[CH3:15][C:16]([Si:19](Cl)([CH3:21])[CH3:20])([CH3:18])[CH3:17].O. (6) Given the product [Si:1]([O:9][CH2:10][CH2:11][C:19]1[NH:18][C:22]([CH3:23])=[CH:21][N:20]=1)([C:4]([CH3:7])([CH3:6])[CH3:5])([CH3:3])[CH3:2], predict the reactants needed to synthesize it. The reactants are: [Si:1](Cl)([C:4]([CH3:7])([CH3:6])[CH3:5])([CH3:3])[CH3:2].[OH:9][CH2:10][CH2:11]N1C(C)=CN=C1.[NH:18]1[CH:22]=[CH:21][N:20]=[CH:19]1.[CH2:23](Cl)Cl.